This data is from Oral bioavailability binary classification data from Ma et al.. The task is: Regression/Classification. Given a drug SMILES string, predict its absorption, distribution, metabolism, or excretion properties. Task type varies by dataset: regression for continuous measurements (e.g., permeability, clearance, half-life) or binary classification for categorical outcomes (e.g., BBB penetration, CYP inhibition). Dataset: bioavailability_ma. (1) The compound is CCn1cc(C(=O)O)c(=O)c2cc(F)c(N3CCNCC3)cc21. The result is 1 (high bioavailability). (2) The molecule is CN(C)CCc1c[nH]c2ccc(C[C@H]3COC(=O)N3)cc12. The result is 1 (high bioavailability).